This data is from Full USPTO retrosynthesis dataset with 1.9M reactions from patents (1976-2016). The task is: Predict the reactants needed to synthesize the given product. (1) Given the product [N+:22]([C:17]1[CH:18]=[CH:19][CH:20]=[CH:21][C:16]=1[N:25]1[CH2:30][CH2:29][O:28][CH2:27][CH2:26]1)([O-:24])=[O:23], predict the reactants needed to synthesize it. The reactants are: CC([O-])(C)C.[Na+].[O-]P([O-])([O-])=O.[K+].[K+].[K+].Cl[C:16]1[CH:21]=[CH:20][CH:19]=[CH:18][C:17]=1[N+:22]([O-:24])=[O:23].[NH:25]1[CH2:30][CH2:29][O:28][CH2:27][CH2:26]1. (2) Given the product [C:16]([O:1][CH2:2][C@H:3]1[O:7][C:6](=[O:8])[CH2:5][CH2:4]1)([C:17]1[CH:22]=[CH:21][CH:20]=[CH:19][CH:18]=1)([C:29]1[CH:30]=[CH:31][CH:32]=[CH:33][CH:34]=1)[C:23]1[CH:24]=[CH:25][CH:26]=[CH:27][CH:28]=1, predict the reactants needed to synthesize it. The reactants are: [OH:1][CH2:2][C@H:3]1[O:7][C:6](=[O:8])[CH2:5][CH2:4]1.C(N(CC)CC)C.[C:16](Cl)([C:29]1[CH:34]=[CH:33][CH:32]=[CH:31][CH:30]=1)([C:23]1[CH:28]=[CH:27][CH:26]=[CH:25][CH:24]=1)[C:17]1[CH:22]=[CH:21][CH:20]=[CH:19][CH:18]=1.